This data is from Reaction yield outcomes from USPTO patents with 853,638 reactions. The task is: Predict the reaction yield, written as a fraction of the theoretical maximum amount of product (1.0 means a 100% yield; for example, 0.34 means a 34% yield). (1) The reactants are [OH:1][C:2]1[C:3]([CH2:20][N:21]2[CH2:26][CH2:25][N:24](C(OC(C)(C)C)=O)[CH2:23][CH2:22]2)=[C:4]2[C:8](=[CH:9][CH:10]=1)[N:7]([S:11]([C:14]1[CH:19]=[CH:18][CH:17]=[CH:16][CH:15]=1)(=[O:13])=[O:12])[CH:6]=[CH:5]2.C(Cl)Cl.[C:37]([OH:43])([C:39]([F:42])([F:41])[F:40])=[O:38]. No catalyst specified. The product is [F:40][C:39]([F:42])([F:41])[C:37]([OH:43])=[O:38].[C:14]1([S:11]([N:7]2[C:8]3[C:4](=[C:3]([CH2:20][N:21]4[CH2:26][CH2:25][NH:24][CH2:23][CH2:22]4)[C:2]([OH:1])=[CH:10][CH:9]=3)[CH:5]=[CH:6]2)(=[O:13])=[O:12])[CH:15]=[CH:16][CH:17]=[CH:18][CH:19]=1. The yield is 0.530. (2) The reactants are C([O:3][CH:4](OCC)[C:5]1[CH:10]=[CH:9][C:8]([CH:11]2[NH:23][C:21]3[C:22]4[C:13](=[N:14][NH:15][C:16](=[O:24])[C:17]=4[CH:18]=[CH:19][CH:20]=3)[CH:12]2[C:25]2[CH:30]=[CH:29][C:28]([CH:31](OCC)[O:32]CC)=[CH:27][CH:26]=2)=[CH:7][CH:6]=1)C.C(=O)([O-])[O-].[K+].[K+]. The catalyst is Cl. The product is [O:24]=[C:16]1[C:17]2[CH:18]=[CH:19][CH:20]=[C:21]3[NH:23][CH:11]([C:8]4[CH:7]=[CH:6][C:5]([CH:4]=[O:3])=[CH:10][CH:9]=4)[CH:12]([C:25]4[CH:30]=[CH:29][C:28]([CH:31]=[O:32])=[CH:27][CH:26]=4)[C:13]([C:22]=23)=[N:14][NH:15]1. The yield is 0.970. (3) The reactants are [N:1]1([C:6]([N:8]2[CH:12]=[CH:11][N:10]=[CH:9]2)=[O:7])[CH:5]=[CH:4]N=[CH:2]1.[CH3:13][O:14][C:15]1[CH:24]=[CH:23][C:22]2CNCC[C:17]=2[C:16]=1[CH:25]=[O:26]. The catalyst is O1CCCC1. The product is [N:8]1([C:6]([N:1]2[CH2:2][CH2:22][C:17]3[C:16]([CH:25]=[O:26])=[C:15]([O:14][CH3:13])[CH:24]=[CH:23][C:4]=3[CH2:5]2)=[O:7])[CH:12]=[CH:11][N:10]=[CH:9]1. The yield is 0.882. (4) The reactants are [F:1][CH:2]([F:30])[O:3][CH2:4][C@@H:5]([O:7][C:8]1[CH:9]=[C:10]([CH:15]=[C:16]([O:18][C:19]2[CH:24]=[N:23][C:22]([C:25](=[O:29])[N:26]([CH3:28])[CH3:27])=[CH:21][N:20]=2)[CH:17]=1)[C:11]([O:13]C)=[O:12])[CH3:6].CO.[Li+].[OH-].O. The catalyst is C1COCC1. The product is [F:30][CH:2]([F:1])[O:3][CH2:4][C@@H:5]([O:7][C:8]1[CH:9]=[C:10]([CH:15]=[C:16]([O:18][C:19]2[CH:24]=[N:23][C:22]([C:25](=[O:29])[N:26]([CH3:27])[CH3:28])=[CH:21][N:20]=2)[CH:17]=1)[C:11]([OH:13])=[O:12])[CH3:6]. The yield is 0.900. (5) The reactants are [F:1][C:2]1[CH:9]=[CH:8][C:5]([C:6]#[N:7])=[C:4]([N:10]2[CH:14]=[N:13][CH:12]=[N:11]2)[CH:3]=1.[ClH:15]. The catalyst is C(O)C.[Pd]. The product is [ClH:15].[F:1][C:2]1[CH:9]=[CH:8][C:5]([CH2:6][NH2:7])=[C:4]([N:10]2[CH:14]=[N:13][CH:12]=[N:11]2)[CH:3]=1. The yield is 0.990. (6) The product is [Cl:1][C:2]1[CH:21]=[CH:20][C:5]([NH:6][C:7]2[C:16]3[C:11](=[CH:12][C:13]([O:19][CH2:25][CH2:26][S:27][C:28]4[N:29]([CH3:33])[CH:30]=[CH:31][N:32]=4)=[C:14]([O:17][CH3:18])[CH:15]=3)[N:10]=[CH:9][N:8]=2)=[C:4]([F:22])[CH:3]=1. The reactants are [Cl:1][C:2]1[CH:21]=[CH:20][C:5]([NH:6][C:7]2[C:16]3[C:11](=[CH:12][C:13]([OH:19])=[C:14]([O:17][CH3:18])[CH:15]=3)[N:10]=[CH:9][N:8]=2)=[C:4]([F:22])[CH:3]=1.Cl.Cl[CH2:25][CH2:26][S:27][C:28]1[N:29]([CH3:33])[CH:30]=[CH:31][N:32]=1.C(=O)([O-])[O-].[K+].[K+]. The yield is 0.170. The catalyst is CN1C(=O)CCC1.O.